Predict the reaction yield, written as a fraction of the theoretical maximum amount of product (1.0 means a 100% yield; for example, 0.34 means a 34% yield). From a dataset of Reaction yield outcomes from USPTO patents with 853,638 reactions. (1) The reactants are [NH2:1][C:2]1[CH:3]=[C:4]([C:8]2[C:16]3[C:11](=[N:12][CH:13]=[N:14][C:15]=3[NH2:17])[N:10]([CH:18]([CH3:20])[CH3:19])[N:9]=2)[CH:5]=[CH:6][CH:7]=1.C(N(CC)CC)C.Cl[CH2:29][CH2:30][S:31](Cl)(=[O:33])=[O:32].C(=O)(O)[O-].[Na+]. The catalyst is ClCCl. The product is [NH2:17][C:15]1[N:14]=[CH:13][N:12]=[C:11]2[N:10]([CH:18]([CH3:20])[CH3:19])[N:9]=[C:8]([C:4]3[CH:3]=[C:2]([NH:1][S:31]([CH:30]=[CH2:29])(=[O:33])=[O:32])[CH:7]=[CH:6][CH:5]=3)[C:16]=12. The yield is 0.230. (2) The reactants are [NH2:1][C:2]1[CH:7]=[C:6]([Cl:8])[CH:5]=[CH:4][C:3]=1[S:9][CH2:10][C:11]1[CH:20]=[CH:19][CH:18]=[CH:17][C:12]=1[C:13]([O:15][CH3:16])=[O:14].[Cl:21][C:22]1[CH:27]=[CH:26][C:25]([S:28](Cl)(=[O:30])=[O:29])=[CH:24][C:23]=1[C:32]([F:35])([F:34])[F:33]. The catalyst is N1C=CC=CC=1. The product is [Cl:8][C:6]1[CH:5]=[CH:4][C:3]([S:9][CH2:10][C:11]2[CH:20]=[CH:19][CH:18]=[CH:17][C:12]=2[C:13]([O:15][CH3:16])=[O:14])=[C:2]([NH:1][S:28]([C:25]2[CH:26]=[CH:27][C:22]([Cl:21])=[C:23]([C:32]([F:35])([F:33])[F:34])[CH:24]=2)(=[O:30])=[O:29])[CH:7]=1. The yield is 0.370. (3) The reactants are [NH2:1][CH2:2][C@@H:3]1[CH2:7][CH2:6][N:5]([C:8]([O:10][C:11]([CH3:14])([CH3:13])[CH3:12])=[O:9])[CH2:4]1.C(N(CC)CC)C.Cl[C:23]([O:25][CH2:26][C:27]1[CH:32]=[CH:31][CH:30]=[CH:29][CH:28]=1)=[O:24]. The catalyst is C(Cl)Cl. The product is [C:11]([O:10][C:8]([N:5]1[CH2:6][CH2:7][C@@H:3]([CH2:2][NH:1][C:23](=[O:24])[O:25][CH2:26][C:27]2[CH:32]=[CH:31][CH:30]=[CH:29][CH:28]=2)[CH2:4]1)=[O:9])([CH3:14])([CH3:13])[CH3:12]. The yield is 0.600.